From a dataset of Full USPTO retrosynthesis dataset with 1.9M reactions from patents (1976-2016). Predict the reactants needed to synthesize the given product. (1) Given the product [CH3:21][N:20]([CH3:24])[C:8]([C:4]1[S:5][CH:6]=[CH:7][C:3]=1[O:2][CH3:1])=[O:10], predict the reactants needed to synthesize it. The reactants are: [CH3:1][O:2][C:3]1[CH:7]=[CH:6][S:5][C:4]=1[C:8]([OH:10])=O.F[P-](F)(F)(F)(F)F.Br[P+](N1CCCC1)(N1CCCC1)[N:20]1[CH2:24]CC[CH2:21]1.CNC.C(N(C(C)C)CC)(C)C. (2) The reactants are: [Cl:1][C:2]1[CH:7]=[CH:6][CH:5]=[CH:4][C:3]=1[S:8]([C@H:11]1[CH2:15][NH:14][C@H:13]([C:16]([NH:18][C:19]2([C:22]#[N:23])[CH2:21][CH2:20]2)=[O:17])[CH2:12]1)(=[O:10])=[O:9].[CH:24]1([N:30]2[CH2:33][CH2:32][CH:31]2[C:34]([O-])=[O:35])[CH2:29][CH2:28][CH2:27][CH2:26][CH2:25]1.[Li+]. Given the product [Cl:1][C:2]1[CH:7]=[CH:6][CH:5]=[CH:4][C:3]=1[S:8]([C@H:11]1[CH2:15][N:14]([C:34]([CH:31]2[CH2:32][CH2:33][N:30]2[CH:24]2[CH2:25][CH2:26][CH2:27][CH2:28][CH2:29]2)=[O:35])[C@H:13]([C:16]([NH:18][C:19]2([C:22]#[N:23])[CH2:21][CH2:20]2)=[O:17])[CH2:12]1)(=[O:10])=[O:9], predict the reactants needed to synthesize it. (3) Given the product [C:11]([C:10]1[O:23][C:2]([C:1]([OH:4])=[O:3])=[CH:14][CH:9]=1)#[N:12], predict the reactants needed to synthesize it. The reactants are: [C:1]([O-:4])(=[O:3])[CH3:2].C(N[CH:9]1[CH2:14]C[NH2+:12][CH2:11][CH2:10]1)(=O)C.FC1C=CC=CC=1[N+]([O-])=[O:23].C(N(CC)CC)C. (4) Given the product [N:11]1[C:10]2[S:14][CH:15]=[CH:16][C:9]=2[C:8]([N:1]2[CH2:5][CH2:4][CH:3]([O:6][C:36](=[O:35])[NH:37][C:38]3[CH:43]=[CH:42][C:41]([CH:44]([CH3:45])[CH3:46])=[CH:40][CH:39]=3)[CH2:2]2)=[N:13][CH:12]=1, predict the reactants needed to synthesize it. The reactants are: [NH:1]1[CH2:5][CH2:4][CH:3]([OH:6])[CH2:2]1.Cl[C:8]1[C:9]2[CH:16]=[CH:15][S:14][C:10]=2[N:11]=[CH:12][N:13]=1.CCN(C(C)C)C(C)C.[N+](C1C=CC([O:35][C:36](=O)[NH:37][C:38]2[CH:43]=[CH:42][C:41]([CH:44]([CH3:46])[CH3:45])=[CH:40][CH:39]=2)=CC=1)([O-])=O.[H-].[Na+].C([O-])([O-])=O.[K+].[K+]. (5) Given the product [NH2:1][C:2]1[C:11]2[N:12]=[C:13]([CH2:35][CH2:36][CH2:37][CH3:38])[N:14]([CH2:15][CH2:16][CH2:17][N:18]([CH2:23][C:24]3[CH:25]=[C:26]([CH2:30][C:31]([O:33][CH3:34])=[O:32])[CH:27]=[CH:28][CH:29]=3)[CH2:19][CH2:20][CH2:21][Cl:41])[C:10]=2[C:9]2[CH:8]=[CH:7][CH:6]=[CH:5][C:4]=2[N:3]=1, predict the reactants needed to synthesize it. The reactants are: [NH2:1][C:2]1[C:11]2[N:12]=[C:13]([CH2:35][CH2:36][CH2:37][CH3:38])[N:14]([CH2:15][CH2:16][CH2:17][N:18]([CH2:23][C:24]3[CH:25]=[C:26]([CH2:30][C:31]([O:33][CH3:34])=[O:32])[CH:27]=[CH:28][CH:29]=3)[CH2:19][CH2:20][CH2:21]O)[C:10]=2[C:9]2[CH:8]=[CH:7][CH:6]=[CH:5][C:4]=2[N:3]=1.S(Cl)([Cl:41])=O. (6) The reactants are: [CH2:1]([N:8]([CH2:16][CH3:17])[C:9]1[N:10]=[N:11][C:12](I)=[CH:13][CH:14]=1)[C:2]1[CH:7]=[CH:6][CH:5]=[CH:4][CH:3]=1.[NH2:18][C:19]1[CH:20]=[C:21](B(O)O)[CH:22]=[CH:23][CH:24]=1.C(=O)([O-])[O-].[K+].[K+]. Given the product [NH2:18][C:19]1[CH:24]=[C:23]([C:12]2[N:11]=[N:10][C:9]([N:8]([CH2:1][C:2]3[CH:7]=[CH:6][CH:5]=[CH:4][CH:3]=3)[CH2:16][CH3:17])=[CH:14][CH:13]=2)[CH:22]=[CH:21][CH:20]=1, predict the reactants needed to synthesize it. (7) Given the product [C:1]([O:5][C:6](=[O:38])[NH:7][C:8]([C:10]1[CH:15]=[CH:14][C:13]([CH2:16][NH:17][C:18]([C@H:20]2[N:24]3[C:25](=[O:37])[C:26]([NH:29][CH2:30][CH:31]([CH3:32])[CH3:36])=[CH:27][N:28]=[C:23]3[CH2:22][CH2:21]2)=[O:19])=[CH:12][CH:11]=1)=[NH:9])([CH3:3])([CH3:2])[CH3:4], predict the reactants needed to synthesize it. The reactants are: [C:1]([O:5][C:6](=[O:38])[NH:7][C:8]([C:10]1[CH:15]=[CH:14][C:13]([CH2:16][NH:17][C:18]([C@H:20]2[N:24]3[C:25](=[O:37])[C:26]([NH:29][CH2:30][C:31]4[CH:36]=CC=C[CH:32]=4)=[CH:27][N:28]=[C:23]3[CH2:22][CH2:21]2)=[O:19])=[CH:12][CH:11]=1)=[NH:9])([CH3:4])([CH3:3])[CH3:2].C(OC(=O)NC(C1C=CC(CNC([C@H]2N3C(=O)C(N)=CN=C3CC2)=O)=CC=1)=N)(C)(C)C.C(=O)C(C)C.[BH-](OC(C)=O)(OC(C)=O)OC(C)=O.[Na+]. (8) Given the product [Cl:4][CH2:5][CH2:6][O:7][C:8]1[CH:13]=[CH:12][CH:11]=[CH:10][C:9]=1[C:14]([NH:17][C:18]1[C:19](=[O:36])[N:20]([C:24]2[CH:25]=[C:26]([CH:31]=[C:32]([F:35])[C:33]=2[CH3:34])[C:27]([OH:29])=[O:28])[CH:21]=[CH:22][N:23]=1)([CH3:16])[CH3:15], predict the reactants needed to synthesize it. The reactants are: O.[OH-].[Li+].[Cl:4][CH2:5][CH2:6][O:7][C:8]1[CH:13]=[CH:12][CH:11]=[CH:10][C:9]=1[C:14]([NH:17][C:18]1[C:19](=[O:36])[N:20]([C:24]2[CH:25]=[C:26]([CH:31]=[C:32]([F:35])[C:33]=2[CH3:34])[C:27]([O:29]C)=[O:28])[CH:21]=[CH:22][N:23]=1)([CH3:16])[CH3:15].Cl. (9) Given the product [Cl:1][C:2]1[N:3]=[C:4]([N:23]2[CH2:24][CH2:26][C@H:29]([OH:30])[CH2:27]2)[C:5]2[N:10]=[N:9][N:8]([CH2:11][C:12]3[CH:17]=[CH:16][C:15]([O:18][CH3:19])=[CH:14][CH:13]=3)[C:6]=2[N:7]=1, predict the reactants needed to synthesize it. The reactants are: [Cl:1][C:2]1[N:3]=[C:4](Cl)[C:5]2[N:10]=[N:9][N:8]([CH2:11][C:12]3[CH:17]=[CH:16][C:15]([O:18][CH3:19])=[CH:14][CH:13]=3)[C:6]=2[N:7]=1.CC[N:23]([CH:27]([CH3:29])C)[CH:24]([CH3:26])C.[OH2:30]. (10) Given the product [CH3:37][O:38][C:3](=[O:39])[CH:4]([OH:5])[C:6]1[CH:11]=[CH:10][CH:9]=[CH:8][C:7]=1[C:12]1[CH:32]=[CH:31][C:15]2[NH:16][C:17]([CH2:19][O:20][C:21]3[CH:26]=[CH:25][C:24]([C:27]([F:30])([F:29])[F:28])=[CH:23][CH:22]=3)=[N:18][C:14]=2[CH:13]=1, predict the reactants needed to synthesize it. The reactants are: CS[C:3](SC)(SC)[CH:4]([C:6]1[CH:11]=[CH:10][CH:9]=[CH:8][C:7]=1[C:12]1[CH:32]=[CH:31][C:15]2[NH:16][C:17]([CH2:19][O:20][C:21]3[CH:26]=[CH:25][C:24]([C:27]([F:30])([F:29])[F:28])=[CH:23][CH:22]=3)=[N:18][C:14]=2[CH:13]=1)[OH:5].[CH3:37][OH:38].[OH2:39].